From a dataset of Forward reaction prediction with 1.9M reactions from USPTO patents (1976-2016). Predict the product of the given reaction. (1) Given the reactants S(Cl)([Cl:3])=O.[CH2:5]([C:8]1[CH:31]=[C:30]([CH:32]2[CH2:37][CH2:36][CH2:35][CH2:34][CH2:33]2)[CH:29]=[CH:28][C:9]=1[O:10][CH2:11][CH2:12][CH2:13][O:14][C:15]1[CH:16]=[C:17]([CH:25]=[CH:26][CH:27]=1)[CH:18](O)[C:19]([O:21][CH2:22][CH3:23])=[O:20])[CH2:6][CH3:7].N1C=CC=CC=1, predict the reaction product. The product is: [Cl:3][CH:18]([C:17]1[CH:25]=[CH:26][CH:27]=[C:15]([O:14][CH2:13][CH2:12][CH2:11][O:10][C:9]2[CH:28]=[CH:29][C:30]([CH:32]3[CH2:37][CH2:36][CH2:35][CH2:34][CH2:33]3)=[CH:31][C:8]=2[CH2:5][CH2:6][CH3:7])[CH:16]=1)[C:19]([O:21][CH2:22][CH3:23])=[O:20]. (2) The product is: [OH:39][C:40]1[C:41]([C:50]([NH:37][C@H:17]([C:18]([N:19]2[CH2:20][CH2:21][CH:22]([O:25][C:26]3[CH:27]=[N:28][C:29]([C:32]([F:35])([F:33])[F:34])=[CH:30][CH:31]=3)[CH2:23][CH2:24]2)=[O:36])[CH:16]([CH3:38])[CH3:15])=[O:51])=[N:42][C:43]2[C:48]([N:49]=1)=[CH:47][CH:46]=[CH:45][CH:44]=2. Given the reactants Cl.C(N=C=NCCCN(C)C)C.Cl.Cl.[CH3:15][CH:16]([CH3:38])[C@H:17]([NH2:37])[C:18](=[O:36])[N:19]1[CH2:24][CH2:23][CH:22]([O:25][C:26]2[CH:27]=[N:28][C:29]([C:32]([F:35])([F:34])[F:33])=[CH:30][CH:31]=2)[CH2:21][CH2:20]1.[OH:39][C:40]1[C:41]([C:50](O)=[O:51])=[N:42][C:43]2[C:48]([N:49]=1)=[CH:47][CH:46]=[CH:45][CH:44]=2.O.ON1C2C=CC=CC=2N=N1.CN1CCOCC1, predict the reaction product. (3) Given the reactants FC(F)(F)C(O)=O.[CH:8]1([CH:13]([N:18]2[CH:22]=[C:21]([C:23]3[C:24]4[CH:32]=[CH:31][N:30](OCC[Si](C)(C)C)[C:25]=4[N:26]=[C:27](C)[N:28]=3)[CH:20]=[N:19]2)[CH2:14][CH:15]2[CH2:17][CH2:16]2)[CH2:12][CH2:11][CH2:10][CH2:9]1.C(O)(C(F)(F)F)=O, predict the reaction product. The product is: [CH:8]1([CH:13]([N:18]2[CH:22]=[C:21]([C:23]3[C:24]4[CH:32]=[CH:31][NH:30][C:25]=4[N:26]=[CH:27][N:28]=3)[CH:20]=[N:19]2)[CH2:14][CH:15]2[CH2:17][CH2:16]2)[CH2:12][CH2:11][CH2:10][CH2:9]1.